This data is from Peptide-MHC class I binding affinity with 185,985 pairs from IEDB/IMGT. The task is: Regression. Given a peptide amino acid sequence and an MHC pseudo amino acid sequence, predict their binding affinity value. This is MHC class I binding data. The peptide sequence is WEFVNTPPL. The MHC is H-2-Kk with pseudo-sequence H-2-Kk. The binding affinity (normalized) is 0.736.